Dataset: Forward reaction prediction with 1.9M reactions from USPTO patents (1976-2016). Task: Predict the product of the given reaction. The product is: [OH:17][C@@H:14]1[CH2:15][CH2:16][N:12]([C:3]2[C:2]([C:28]3[N:24]([CH:19]4[CH2:20][CH2:21][CH2:22][CH2:23][O:18]4)[N:25]=[CH:26][CH:27]=3)=[CH:11][C:6]([C:7]([O:9][CH3:10])=[O:8])=[CH:5][N:4]=2)[CH2:13]1. Given the reactants Br[C:2]1[C:3]([N:12]2[CH2:16][CH2:15][C@@H:14]([OH:17])[CH2:13]2)=[N:4][CH:5]=[C:6]([CH:11]=1)[C:7]([O:9][CH3:10])=[O:8].[O:18]1[CH2:23][CH2:22][CH2:21][CH2:20][CH:19]1[N:24]1[C:28](B2OC(C)(C)C(C)(C)O2)=[CH:27][CH:26]=[N:25]1.[O-]P([O-])([O-])=O.[K+].[K+].[K+], predict the reaction product.